This data is from Full USPTO retrosynthesis dataset with 1.9M reactions from patents (1976-2016). The task is: Predict the reactants needed to synthesize the given product. (1) Given the product [CH2:13]([O:20][C:21]1[CH:22]=[C:23]2[C:27](=[CH:28][CH:29]=1)[N:26]([NH2:37])[CH:25]=[CH:24]2)[C:14]1[CH:15]=[CH:16][CH:17]=[CH:18][CH:19]=1, predict the reactants needed to synthesize it. The reactants are: NOS(O)(=O)=O.CC(C)([O-])C.[K+].[CH2:13]([O:20][C:21]1[CH:22]=[C:23]2[C:27](=[CH:28][CH:29]=1)[NH:26][CH:25]=[CH:24]2)[C:14]1[CH:19]=[CH:18][CH:17]=[CH:16][CH:15]=1.CC(C)([O-])C.[K+].C[N:37]1CCCC1=O.NOS(O)(=O)=O.CN1CCCC1=O. (2) Given the product [C:1]12([CH2:11][CH2:12][N:13]([CH2:26][CH2:27][CH2:28][CH2:29][CH3:30])[C:14](=[O:25])[CH2:15][CH2:16][NH:17][CH2:18][C:19]3[CH:24]=[CH:23][N:22]=[CH:21][CH:20]=3)[CH2:8][CH:7]3[CH2:6][CH:5]([CH2:4][CH:3]([CH2:9]3)[CH2:2]1)[CH2:10]2, predict the reactants needed to synthesize it. The reactants are: [C:1]12([CH2:11][CH2:12][N:13]([CH2:26][CH2:27][CH2:28][CH2:29][CH3:30])[C:14](=[O:25])[CH2:15][CH2:16][N:17]=[CH:18][C:19]3[CH:24]=[CH:23][N:22]=[CH:21][CH:20]=3)[CH2:10][CH:5]3[CH2:6][CH:7]([CH2:9][CH:3]([CH2:4]3)[CH2:2]1)[CH2:8]2.